From a dataset of NCI-60 drug combinations with 297,098 pairs across 59 cell lines. Regression. Given two drug SMILES strings and cell line genomic features, predict the synergy score measuring deviation from expected non-interaction effect. (1) Drug 1: CC1OCC2C(O1)C(C(C(O2)OC3C4COC(=O)C4C(C5=CC6=C(C=C35)OCO6)C7=CC(=C(C(=C7)OC)O)OC)O)O. Drug 2: CN1C=C(C=N1)C2=C3N=C(C(=C(N3N=C2)N)Br)C4CCCNC4. Cell line: SK-OV-3. Synergy scores: CSS=61.9, Synergy_ZIP=7.78, Synergy_Bliss=7.28, Synergy_Loewe=0.158, Synergy_HSA=8.15. (2) Drug 1: C1=NC2=C(N1)C(=S)N=C(N2)N. Drug 2: C1=NC2=C(N=C(N=C2N1C3C(C(C(O3)CO)O)F)Cl)N. Cell line: HOP-62. Synergy scores: CSS=46.4, Synergy_ZIP=-2.41, Synergy_Bliss=1.42, Synergy_Loewe=-11.1, Synergy_HSA=1.20. (3) Drug 1: CN1C2=C(C=C(C=C2)N(CCCl)CCCl)N=C1CCCC(=O)O.Cl. Drug 2: CC(C)(C#N)C1=CC(=CC(=C1)CN2C=NC=N2)C(C)(C)C#N. Cell line: UO-31. Synergy scores: CSS=2.83, Synergy_ZIP=0.995, Synergy_Bliss=2.32, Synergy_Loewe=2.12, Synergy_HSA=0.423. (4) Drug 1: CC1=C(C(CCC1)(C)C)C=CC(=CC=CC(=CC(=O)O)C)C. Drug 2: CN(C(=O)NC(C=O)C(C(C(CO)O)O)O)N=O. Cell line: HOP-62. Synergy scores: CSS=-3.88, Synergy_ZIP=-3.34, Synergy_Bliss=-9.49, Synergy_Loewe=-4.22, Synergy_HSA=-6.51. (5) Drug 1: C1CC2CC3=C(CC1C24CN(S(=O)(=O)N4)CC(F)(F)F)C=CC(=C3)C=CCN5CCC(CC5)C(F)(F)F. Drug 2: CC1CCC2CC(C(=CC=CC=CC(CC(C(=O)C(C(C(=CC(C(=O)CC(OC(=O)C3CCCCN3C(=O)C(=O)C1(O2)O)C(C)CC4CCC(C(C4)OC)OP(=O)(C)C)C)C)O)OC)C)C)C)OC. Cell line: NCI-H460. Synergy scores: CSS=22.5, Synergy_ZIP=-6.00, Synergy_Bliss=-4.14, Synergy_Loewe=-1.65, Synergy_HSA=-1.56. (6) Drug 1: CCCS(=O)(=O)NC1=C(C(=C(C=C1)F)C(=O)C2=CNC3=C2C=C(C=N3)C4=CC=C(C=C4)Cl)F. Drug 2: CC1C(C(CC(O1)OC2CC(OC(C2O)C)OC3=CC4=CC5=C(C(=O)C(C(C5)C(C(=O)C(C(C)O)O)OC)OC6CC(C(C(O6)C)O)OC7CC(C(C(O7)C)O)OC8CC(C(C(O8)C)O)(C)O)C(=C4C(=C3C)O)O)O)O. Cell line: SK-OV-3. Synergy scores: CSS=8.03, Synergy_ZIP=11.6, Synergy_Bliss=16.8, Synergy_Loewe=16.6, Synergy_HSA=16.2.